Dataset: Full USPTO retrosynthesis dataset with 1.9M reactions from patents (1976-2016). Task: Predict the reactants needed to synthesize the given product. (1) Given the product [CH2:11]([C:18]1[CH:19]=[CH:20][C:21]2[NH:22][C:2]3[CH:3]=[N:4][N:5]([CH3:10])[C:6]=3[C:7](=[O:8])[C:23]=2[CH:24]=1)[C:12]1[CH:13]=[CH:14][CH:15]=[CH:16][CH:17]=1, predict the reactants needed to synthesize it. The reactants are: I[C:2]1[CH:3]=[N:4][N:5]([CH3:10])[C:6]=1[C:7](O)=[O:8].[CH2:11]([C:18]1[CH:24]=[CH:23][C:21]([NH2:22])=[CH:20][CH:19]=1)[C:12]1[CH:17]=[CH:16][CH:15]=[CH:14][CH:13]=1. (2) Given the product [CH3:1][C:2]1([CH3:39])[CH2:11][CH2:10][C:9]([CH3:12])([CH3:13])[C:8]2[CH:7]=[C:6]([Se:14][C:15]#[C:16][C:17]3[CH:26]=[CH:25][C:20]([C:21]([OH:23])=[O:22])=[CH:19][CH:18]=3)[CH:5]=[C:4]([O:27][CH2:28][C:29]3[CH:34]=[CH:33][C:32]([C:35]([F:36])([F:38])[F:37])=[CH:31][CH:30]=3)[C:3]1=2, predict the reactants needed to synthesize it. The reactants are: [CH3:1][C:2]1([CH3:39])[CH2:11][CH2:10][C:9]([CH3:13])([CH3:12])[C:8]2[CH:7]=[C:6]([Se:14][C:15]#[C:16][C:17]3[CH:26]=[CH:25][C:20]([C:21]([O:23]C)=[O:22])=[CH:19][CH:18]=3)[CH:5]=[C:4]([O:27][CH2:28][C:29]3[CH:34]=[CH:33][C:32]([C:35]([F:38])([F:37])[F:36])=[CH:31][CH:30]=3)[C:3]1=2.[OH-].[Na+]. (3) The reactants are: [CH3:1][O:2][C:3]1[CH:14]=[CH:13][C:6]2[CH:7]=[C:8]([CH:10]([CH3:12])[CH3:11])[O:9][C:5]=2[CH:4]=1.[C:15](Cl)(=[O:19])C(Cl)=O.[Al+3].[Cl-].[Cl-].[Cl-].[CH3:25][NH2:26]. Given the product [CH3:25][NH:26][C:15]([C:7]1[C:6]2[CH:13]=[CH:14][C:3]([O:2][CH3:1])=[CH:4][C:5]=2[O:9][C:8]=1[CH:10]([CH3:11])[CH3:12])=[O:19], predict the reactants needed to synthesize it. (4) Given the product [CH3:1][C:2]1([CH3:10])[CH2:7][CH2:6][CH:5]([CH2:8][NH:18][CH2:11][C:12]2[CH:17]=[CH:16][CH:15]=[CH:14][CH:13]=2)[CH2:4][CH2:3]1, predict the reactants needed to synthesize it. The reactants are: [CH3:1][C:2]1([CH3:10])[CH2:7][CH2:6][CH:5]([CH:8]=O)[CH2:4][CH2:3]1.[CH2:11]([NH2:18])[C:12]1[CH:17]=[CH:16][CH:15]=[CH:14][CH:13]=1.C(O)(=O)C.C(O[BH-](OC(=O)C)OC(=O)C)(=O)C.[Na+]. (5) Given the product [O:12]1[CH:13]=[CH:14][CH:15]=[C:11]1[C:9]1[N:10]=[C:6]([NH:5][C:3](=[O:4])[CH2:2][N:33]2[CH2:34][CH2:35][N:30]([C:25]3[N:24]=[CH:29][CH:28]=[CH:27][N:26]=3)[CH2:31][CH2:32]2)[S:7][C:8]=1[C:16]([C:18]1[CH:23]=[CH:22][CH:21]=[CH:20][N:19]=1)=[O:17], predict the reactants needed to synthesize it. The reactants are: Cl[CH2:2][C:3]([NH:5][C:6]1[S:7][C:8]([C:16]([C:18]2[CH:23]=[CH:22][CH:21]=[CH:20][N:19]=2)=[O:17])=[C:9]([C:11]2[O:12][CH:13]=[CH:14][CH:15]=2)[N:10]=1)=[O:4].[N:24]1[CH:29]=[CH:28][CH:27]=[N:26][C:25]=1[N:30]1[CH2:35][CH2:34][NH:33][CH2:32][CH2:31]1.O.C(=O)(O)[O-].[Na+]. (6) Given the product [ClH:1].[ClH:50].[Cl:1][C:2]1[CH:3]=[CH:4][C:5]([CH2:8][O:9][C:10]2[CH:15]=[CH:14][N:13]([C:16]3[CH:17]=[CH:18][C:19]4[C:20]5[CH2:29][NH:28][CH2:27][CH2:26][C:21]=5[N:22]([CH3:25])[C:23]=4[CH:24]=3)[C:12](=[O:37])[CH:11]=2)=[N:6][CH:7]=1, predict the reactants needed to synthesize it. The reactants are: [Cl:1][C:2]1[CH:3]=[CH:4][C:5]([CH2:8][O:9][C:10]2[CH:15]=[CH:14][N:13]([C:16]3[CH:17]=[CH:18][C:19]4[C:20]5[CH2:29][N:28](C(OC(C)(C)C)=O)[CH2:27][CH2:26][C:21]=5[N:22]([CH3:25])[C:23]=4[CH:24]=3)[C:12](=[O:37])[CH:11]=2)=[N:6][CH:7]=1.C1(N)C(F)=C(F)C(F)=C(N)C=1F.[ClH:50].Cl.